From a dataset of Forward reaction prediction with 1.9M reactions from USPTO patents (1976-2016). Predict the product of the given reaction. (1) Given the reactants B(Br)(Br)Br.[CH2:5]([C:13]1([CH2:50][CH2:51][CH2:52][CH2:53][CH2:54][CH2:55][CH2:56][CH3:57])[C:25]2[CH:24]=[C:23]([C:26]3[CH:31]=[CH:30][C:29]([CH2:32][CH2:33][CH2:34][CH2:35][CH2:36][CH2:37][CH2:38][CH2:39][CH3:40])=[CH:28][CH:27]=3)[CH:22]=[CH:21][C:20]=2[C:19]2[C:14]1=[CH:15][C:16]([O:41]CCCCCCCC)=[CH:17][CH:18]=2)[CH2:6][CH2:7][CH2:8][CH2:9][CH2:10][CH2:11][CH3:12], predict the reaction product. The product is: [CH2:50]([C:13]1([CH2:5][CH2:6][CH2:7][CH2:8][CH2:9][CH2:10][CH2:11][CH3:12])[C:14]2[CH:15]=[C:16]([OH:41])[CH:17]=[CH:18][C:19]=2[C:20]2[C:25]1=[CH:24][C:23]([C:26]1[CH:27]=[CH:28][C:29]([CH2:32][CH2:33][CH2:34][CH2:35][CH2:36][CH2:37][CH2:38][CH2:39][CH3:40])=[CH:30][CH:31]=1)=[CH:22][CH:21]=2)[CH2:51][CH2:52][CH2:53][CH2:54][CH2:55][CH2:56][CH3:57]. (2) Given the reactants C(Cl)Cl.[CH2:4]([C:7]1[C:15]2[O:14][N:13]=[C:12]([C:16]([F:19])([F:18])[F:17])[C:11]=2[CH:10]=[CH:9][C:8]=1[O:20][CH2:21][CH2:22][CH2:23][C:24]([OH:26])=O)[CH2:5][CH3:6].C1N=CN(C(N2C=NC=C2)=O)C=1.[NH:39]1[CH2:44][CH2:43][CH2:42][CH2:41][CH2:40]1, predict the reaction product. The product is: [CH2:4]([C:7]1[C:15]2[O:14][N:13]=[C:12]([C:16]([F:18])([F:17])[F:19])[C:11]=2[CH:10]=[CH:9][C:8]=1[O:20][CH2:21][CH2:22][CH2:23][C:24]([N:39]1[CH2:44][CH2:43][CH2:42][CH2:41][CH2:40]1)=[O:26])[CH2:5][CH3:6]. (3) Given the reactants F[C:2]1[N:7]=[C:6]([C:8]2[C:16]3[C:11](=[CH:12][N:13]=[C:14]([C:17]4[CH:18]=[N:19][CH:20]=[CH:21][CH:22]=4)[CH:15]=3)[N:10](C3CCCCO3)[N:9]=2)[CH:5]=[CH:4][CH:3]=1.[NH:29]1[CH2:34][CH2:33][NH:32][CH2:31][CH2:30]1, predict the reaction product. The product is: [N:29]1([C:2]2[N:7]=[C:6]([C:8]3[C:16]4[C:11](=[CH:12][N:13]=[C:14]([C:17]5[CH:18]=[N:19][CH:20]=[CH:21][CH:22]=5)[CH:15]=4)[NH:10][N:9]=3)[CH:5]=[CH:4][CH:3]=2)[CH2:34][CH2:33][NH:32][CH2:31][CH2:30]1. (4) Given the reactants [CH:1]([C@@H:4]1[N:10]([C:11](=[O:21])[NH:12][C:13]2[CH:18]=[CH:17][C:16]([O:19][CH3:20])=[CH:15][CH:14]=2)[CH2:9][C:8]2[CH:22]=[CH:23][C:24]([C:26](OC)=[O:27])=[CH:25][C:7]=2[O:6][CH2:5]1)([CH3:3])[CH3:2].CO.[OH-:32].[Na+].[NH2:34]O, predict the reaction product. The product is: [OH:32][NH:34][C:26]([C:24]1[CH:23]=[CH:22][C:8]2[CH2:9][N:10]([C:11]([NH:12][C:13]3[CH:18]=[CH:17][C:16]([O:19][CH3:20])=[CH:15][CH:14]=3)=[O:21])[C@@H:4]([CH:1]([CH3:3])[CH3:2])[CH2:5][O:6][C:7]=2[CH:25]=1)=[O:27]. (5) Given the reactants [CH3:1][C:2]1([CH3:23])[O:6][CH:5]2[C@H:7]([N:13]3[CH:21]=[N:20][C:19]4[C:14]3=[N:15][CH:16]=[N:17][C:18]=4[NH2:22])[O:8][C@H:9]([CH2:10][NH:11][CH3:12])[C@H:4]2[O:3]1.[C:24]([C:28]1[CH:33]=[CH:32][C:31]([NH:34][C:35]([NH:37][C@@H:38]([CH3:42])[CH2:39][CH:40]=O)=[O:36])=[CH:30][CH:29]=1)([CH3:27])([CH3:26])[CH3:25].[BH-](OC(C)=O)(OC(C)=O)OC(C)=O.[Na+].C([O-])(O)=O.[Na+], predict the reaction product. The product is: [NH2:22][C:18]1[N:17]=[CH:16][N:15]=[C:14]2[C:19]=1[N:20]=[CH:21][N:13]2[C@H:7]1[C@H:5]2[C@H:4]([O:3][C:2]([CH3:1])([CH3:23])[O:6]2)[C@@H:9]([CH2:10][N:11]([CH3:12])[CH2:40][CH2:39][C@@H:38]([NH:37][C:35]([NH:34][C:31]2[CH:32]=[CH:33][C:28]([C:24]([CH3:27])([CH3:26])[CH3:25])=[CH:29][CH:30]=2)=[O:36])[CH3:42])[O:8]1. (6) Given the reactants [F:1][C:2]1[CH:3]=[CH:4][C:5](I)=[C:6]([CH3:8])[CH:7]=1.[CH3:10][N:11](C=O)C, predict the reaction product. The product is: [F:1][C:2]1[CH:3]=[CH:4][C:5]([C:10]#[N:11])=[C:6]([CH3:8])[CH:7]=1.